From a dataset of TCR-epitope binding with 47,182 pairs between 192 epitopes and 23,139 TCRs. Binary Classification. Given a T-cell receptor sequence (or CDR3 region) and an epitope sequence, predict whether binding occurs between them. (1) The epitope is HSKKKCDEL. The TCR CDR3 sequence is CASSLVQGAYTGELFF. Result: 0 (the TCR does not bind to the epitope). (2) The epitope is MPASWVMRI. The TCR CDR3 sequence is CASSLEGQGELFF. Result: 1 (the TCR binds to the epitope). (3) The epitope is LLLGIGILV. The TCR CDR3 sequence is CSARDGLAGGVGELFF. Result: 1 (the TCR binds to the epitope).